Dataset: Reaction yield outcomes from USPTO patents with 853,638 reactions. Task: Predict the reaction yield, written as a fraction of the theoretical maximum amount of product (1.0 means a 100% yield; for example, 0.34 means a 34% yield). (1) The reactants are [CH3:1][C:2](=[CH2:5])[CH2:3][OH:4].O[N:7]1[C:11](=[O:12])[C:10]2=[CH:13][CH:14]=[CH:15][CH:16]=[C:9]2[C:8]1=[O:17].N(C(OC(C)C)=O)=NC(OC(C)C)=O. The catalyst is C1COCC1. The product is [CH3:5][C:2](=[CH2:1])[CH2:3][O:4][N:7]1[C:11](=[O:12])[C:10]2[C:9](=[CH:16][CH:15]=[CH:14][CH:13]=2)[C:8]1=[O:17]. The yield is 0.830. (2) The reactants are [F:1][C:2]1[CH:7]=[CH:6][CH:5]=[CH:4][C:3]=1[N:8]1[C:16]2[C:11](=[C:12]([N:17]3[CH2:22][CH2:21][CH2:20][N:19]([CH2:23][C:24]([O:26]CC)=[O:25])[C:18]3=[O:29])[CH:13]=[CH:14][CH:15]=2)[CH:10]=[N:9]1.[OH-].[K+]. The catalyst is O1CCCC1.CO. The product is [F:1][C:2]1[CH:7]=[CH:6][CH:5]=[CH:4][C:3]=1[N:8]1[C:16]2[C:11](=[C:12]([N:17]3[CH2:22][CH2:21][CH2:20][N:19]([CH2:23][C:24]([OH:26])=[O:25])[C:18]3=[O:29])[CH:13]=[CH:14][CH:15]=2)[CH:10]=[N:9]1. The yield is 0.850. (3) The reactants are [CH3:1][C:2]1[N:3]=[N:4][N:5]([CH3:36])[C:6]=1[C:7]1[CH:19]=[N:18][C:17]2[C:16]3[CH:15]=[CH:14][C:13]([C:20]([OH:22])=O)=[CH:12][C:11]=3[N:10]([C@@H:23]([CH:30]3[CH2:35][CH2:34][O:33][CH2:32][CH2:31]3)[C:24]3[CH:29]=[CH:28][CH:27]=[CH:26][CH:25]=3)[C:9]=2[CH:8]=1.Cl.[F:38][CH:39]1[CH2:42][NH:41][CH2:40]1.CCN(C(C)C)C(C)C.CN(C(ON1N=NC2C=CC=NC1=2)=[N+](C)C)C.F[P-](F)(F)(F)(F)F. The catalyst is CN(C=O)C. The product is [F:38][CH:39]1[CH2:42][N:41]([C:20]([C:13]2[CH:14]=[CH:15][C:16]3[C:17]4[N:18]=[CH:19][C:7]([C:6]5[N:5]([CH3:36])[N:4]=[N:3][C:2]=5[CH3:1])=[CH:8][C:9]=4[N:10]([C@@H:23]([CH:30]4[CH2:35][CH2:34][O:33][CH2:32][CH2:31]4)[C:24]4[CH:25]=[CH:26][CH:27]=[CH:28][CH:29]=4)[C:11]=3[CH:12]=2)=[O:22])[CH2:40]1. The yield is 0.560. (4) The reactants are COCCN(S(F)(F)[F:11])CCOC.[NH2:14][C:15]1[S:16][C@:17]2([CH2:42]O)[C@H:19]([C@:20]([C:24]3[CH:25]=[C:26]([NH:32][C:33](=[O:41])[C:34]4[CH:39]=[CH:38][C:37]([Cl:40])=[CH:36][N:35]=4)[CH:27]=[C:28]([F:31])[C:29]=3[F:30])([CH2:22][F:23])[N:21]=1)[CH2:18]2. The catalyst is C(Cl)Cl. The product is [NH2:14][C:15]1[S:16][C@:17]2([CH2:42][F:11])[C@H:19]([C@:20]([C:24]3[CH:25]=[C:26]([NH:32][C:33]([C:34]4[CH:39]=[CH:38][C:37]([Cl:40])=[CH:36][N:35]=4)=[O:41])[CH:27]=[C:28]([F:31])[C:29]=3[F:30])([CH2:22][F:23])[N:21]=1)[CH2:18]2. The yield is 0.300. (5) The reactants are [O:1]([C:8]1[CH:13]=[CH:12][CH:11]=[CH:10][C:9]=1B(O)O)[C:2]1[CH:7]=[CH:6][CH:5]=[CH:4][CH:3]=1.Br[C:18]1[CH:19]=[C:20]([F:27])[C:21]([O:25][CH3:26])=[C:22]([F:24])[CH:23]=1. No catalyst specified. The product is [F:24][C:22]1[CH:23]=[C:18]([C:9]2[CH:10]=[CH:11][CH:12]=[CH:13][C:8]=2[O:1][C:2]2[CH:3]=[CH:4][CH:5]=[CH:6][CH:7]=2)[CH:19]=[C:20]([F:27])[C:21]=1[O:25][CH3:26]. The yield is 0.400. (6) The reactants are [C:1]1([CH:9]=[C:7]([OH:8])[CH:6]=[C:4]([OH:5])[CH:3]=1)[OH:2].[C:10]([CH2:14][C:15](OCC)=[O:16])(=O)[CH2:11][CH3:12]. No catalyst specified. The product is [CH2:11]([C:10]1[C:9]2[C:1](=[CH:3][C:4]([OH:5])=[CH:6][C:7]=2[OH:8])[O:2][C:15](=[O:16])[CH:14]=1)[CH3:12]. The yield is 0.970.